This data is from Full USPTO retrosynthesis dataset with 1.9M reactions from patents (1976-2016). The task is: Predict the reactants needed to synthesize the given product. (1) Given the product [Cl:1][C:2]1[N:7]=[C:6]([C:8](=[O:10])[CH2:25][C:24]([O:30][CH2:31][CH3:32])=[O:29])[CH:5]=[CH:4][CH:3]=1, predict the reactants needed to synthesize it. The reactants are: [Cl:1][C:2]1[N:7]=[C:6]([C:8]([OH:10])=O)[CH:5]=[CH:4][CH:3]=1.C(N1C=CN=C1)(N1C=CN=C1)=O.[Mg+].[C:24]([O:30][CH2:31][CH3:32])(=[O:29])[CH2:25]C([O-])=O.O. (2) Given the product [CH2:1]([O:3][C:4](=[O:26])[CH2:5][C:6]1[CH:11]=[CH:10][C:9]([O:12][CH3:13])=[C:8]([O:14][C:15]2[CH:20]=[CH:19][C:18]([N+:21]([O-:23])=[O:22])=[CH:17][C:16]=2[CH2:24][OH:25])[CH:7]=1)[CH3:2], predict the reactants needed to synthesize it. The reactants are: [CH2:1]([O:3][C:4](=[O:26])[CH2:5][C:6]1[CH:11]=[CH:10][C:9]([O:12][CH3:13])=[C:8]([O:14][C:15]2[CH:20]=[CH:19][C:18]([N+:21]([O-:23])=[O:22])=[CH:17][C:16]=2[CH:24]=[O:25])[CH:7]=1)[CH3:2].CO.[BH4-].[Na+]. (3) Given the product [C:1]([C:5]1[CH:6]=[CH:7][C:8]([S:20]([NH:23][C:24]2[CH:28]=[CH:27][S:26][C:25]=2[C:29]([OH:31])=[O:30])(=[O:21])=[O:22])=[C:9]([C:11]2[CH:12]=[CH:13][C:14]([N:17]([CH3:18])[CH3:19])=[CH:15][CH:16]=2)[CH:10]=1)([CH3:4])([CH3:2])[CH3:3], predict the reactants needed to synthesize it. The reactants are: [C:1]([C:5]1[CH:6]=[CH:7][C:8]([S:20]([NH:23][C:24]2[CH:28]=[CH:27][S:26][C:25]=2[C:29]([O:31]C)=[O:30])(=[O:22])=[O:21])=[C:9]([C:11]2[CH:16]=[CH:15][C:14]([N:17]([CH3:19])[CH3:18])=[CH:13][CH:12]=2)[CH:10]=1)([CH3:4])([CH3:3])[CH3:2].[OH-].[Li+].